Predict the reaction yield, written as a fraction of the theoretical maximum amount of product (1.0 means a 100% yield; for example, 0.34 means a 34% yield). From a dataset of Reaction yield outcomes from USPTO patents with 853,638 reactions. (1) The reactants are [NH2:1][C:2]1[C:7]2=[CH:8][CH:9]=[C:10]([CH2:11][CH2:12][CH2:13][OH:14])[N:6]2[N:5]=[CH:4][N:3]=1.[Br:15]N1C(C)(C)C(=O)N(Br)C1=O. The catalyst is CN(C=O)C. The product is [NH2:1][C:2]1[C:7]2=[C:8]([Br:15])[CH:9]=[C:10]([CH2:11][CH2:12][CH2:13][OH:14])[N:6]2[N:5]=[CH:4][N:3]=1. The yield is 0.859. (2) The reactants are [O:1]([C:8]1[CH:13]=[CH:12][C:11]([NH:14][C:15]2[N:20]=[CH:19][N:18]=[C:17]([NH:21][CH:22]3[CH2:27][CH2:26][CH2:25][N:24](C(OC(C)(C)C)=O)[CH2:23]3)[CH:16]=2)=[CH:10][CH:9]=1)[C:2]1[CH:7]=[CH:6][CH:5]=[CH:4][CH:3]=1.C(O)(C(F)(F)F)=O. The catalyst is C(Cl)Cl. The product is [O:1]([C:8]1[CH:9]=[CH:10][C:11]([NH:14][C:15]2[CH:16]=[C:17]([NH:21][CH:22]3[CH2:27][CH2:26][CH2:25][NH:24][CH2:23]3)[N:18]=[CH:19][N:20]=2)=[CH:12][CH:13]=1)[C:2]1[CH:7]=[CH:6][CH:5]=[CH:4][CH:3]=1. The yield is 0.810.